From a dataset of Peptide-MHC class I binding affinity with 185,985 pairs from IEDB/IMGT. Regression. Given a peptide amino acid sequence and an MHC pseudo amino acid sequence, predict their binding affinity value. This is MHC class I binding data. The peptide sequence is KGHLPLLDK. The MHC is HLA-A30:01 with pseudo-sequence HLA-A30:01. The binding affinity (normalized) is 0.710.